This data is from Forward reaction prediction with 1.9M reactions from USPTO patents (1976-2016). The task is: Predict the product of the given reaction. (1) The product is: [OH:21][C:20]([C:2]1[CH:3]=[C:4]([CH:12]=[C:13]([C:15]([F:18])([F:17])[F:16])[CH:14]=1)[C:5]([O:7][C:8]([CH3:11])([CH3:10])[CH3:9])=[O:6])([CH3:22])[CH3:19]. Given the reactants Br[C:2]1[CH:3]=[C:4]([CH:12]=[C:13]([C:15]([F:18])([F:17])[F:16])[CH:14]=1)[C:5]([O:7][C:8]([CH3:11])([CH3:10])[CH3:9])=[O:6].[CH3:19][C:20]([CH3:22])=[O:21].Cl.CCOCC, predict the reaction product. (2) Given the reactants Br[C:2]1[CH:23]=[CH:22][C:5]([C:6]([NH:8][S:9]([C:12]2[CH:17]=[CH:16][CH:15]=[CH:14][C:13]=2[S:18](=[O:21])(=[O:20])[NH2:19])(=[O:11])=[O:10])=[O:7])=[C:4]([F:24])[C:3]=1[O:25][CH3:26].[C:27]([CH:29]1[CH2:33][CH2:32][CH2:31][CH2:30]1)#[CH:28], predict the reaction product. The product is: [CH:29]1([C:27]#[C:28][C:2]2[CH:23]=[CH:22][C:5]([C:6]([NH:8][S:9]([C:12]3[CH:17]=[CH:16][CH:15]=[CH:14][C:13]=3[S:18](=[O:21])(=[O:20])[NH2:19])(=[O:11])=[O:10])=[O:7])=[C:4]([F:24])[C:3]=2[O:25][CH3:26])[CH2:33][CH2:32][CH2:31][CH2:30]1. (3) Given the reactants [Br:1][C:2]1[CH:7]=[CH:6][C:5]([SH:8])=[CH:4][CH:3]=1.C[O-].[Na+].CI.[OH-].[Na+], predict the reaction product. The product is: [CH2:7]([S:8][C:5]1[CH:6]=[CH:7][C:2]([Br:1])=[CH:3][CH:4]=1)[CH2:2][CH2:3][CH3:4]. (4) Given the reactants [N+:1]([C:4]1[CH:14]=[CH:13][C:7]2[C:8]3[CH2:12][C:11]([C:6]=2[CH:5]=1)=[CH:10][CH:9]=3)([O-])=O, predict the reaction product. The product is: [NH2:1][C:4]1[CH:14]=[CH:13][C:7]2[CH:8]3[CH2:12][CH:11]([C:6]=2[CH:5]=1)[CH2:10][CH2:9]3.